Dataset: HIV replication inhibition screening data with 41,000+ compounds from the AIDS Antiviral Screen. Task: Binary Classification. Given a drug SMILES string, predict its activity (active/inactive) in a high-throughput screening assay against a specified biological target. The compound is CSc1ccc(NC(=O)C2c3[nH]c4ccccc4c3C3CCC(C(C)(C)C)CC3C2C(=O)O)cc1. The result is 0 (inactive).